Dataset: NCI-60 drug combinations with 297,098 pairs across 59 cell lines. Task: Regression. Given two drug SMILES strings and cell line genomic features, predict the synergy score measuring deviation from expected non-interaction effect. (1) Drug 1: C1CCN(CC1)CCOC2=CC=C(C=C2)C(=O)C3=C(SC4=C3C=CC(=C4)O)C5=CC=C(C=C5)O. Synergy scores: CSS=-0.560, Synergy_ZIP=-0.0257, Synergy_Bliss=-2.59, Synergy_Loewe=-10.1, Synergy_HSA=-6.49. Cell line: OVCAR-4. Drug 2: C1=CC=C(C=C1)NC(=O)CCCCCCC(=O)NO. (2) Drug 1: C1=CN(C(=O)N=C1N)C2C(C(C(O2)CO)O)O.Cl. Drug 2: C(CN)CNCCSP(=O)(O)O. Cell line: MALME-3M. Synergy scores: CSS=19.5, Synergy_ZIP=-9.09, Synergy_Bliss=0.774, Synergy_Loewe=-14.0, Synergy_HSA=1.62. (3) Drug 1: CN1C2=C(C=C(C=C2)N(CCCl)CCCl)N=C1CCCC(=O)O.Cl. Drug 2: CC(C)NC(=O)C1=CC=C(C=C1)CNNC.Cl. Cell line: MOLT-4. Synergy scores: CSS=4.50, Synergy_ZIP=-0.741, Synergy_Bliss=1.47, Synergy_Loewe=-1.66, Synergy_HSA=-1.19. (4) Drug 1: CN(C)N=NC1=C(NC=N1)C(=O)N. Drug 2: C1=CN(C(=O)N=C1N)C2C(C(C(O2)CO)O)O.Cl. Cell line: 786-0. Synergy scores: CSS=25.5, Synergy_ZIP=-8.68, Synergy_Bliss=-2.77, Synergy_Loewe=-55.6, Synergy_HSA=-2.26. (5) Drug 1: CN1CCC(CC1)COC2=C(C=C3C(=C2)N=CN=C3NC4=C(C=C(C=C4)Br)F)OC. Drug 2: CC1C(C(=O)NC(C(=O)N2CCCC2C(=O)N(CC(=O)N(C(C(=O)O1)C(C)C)C)C)C(C)C)NC(=O)C3=C4C(=C(C=C3)C)OC5=C(C(=O)C(=C(C5=N4)C(=O)NC6C(OC(=O)C(N(C(=O)CN(C(=O)C7CCCN7C(=O)C(NC6=O)C(C)C)C)C)C(C)C)C)N)C. Cell line: M14. Synergy scores: CSS=-0.781, Synergy_ZIP=8.51, Synergy_Bliss=12.7, Synergy_Loewe=9.92, Synergy_HSA=9.83. (6) Drug 1: C1CN1C2=NC(=NC(=N2)N3CC3)N4CC4. Drug 2: C1C(C(OC1N2C=NC(=NC2=O)N)CO)O. Cell line: T-47D. Synergy scores: CSS=27.8, Synergy_ZIP=5.53, Synergy_Bliss=6.97, Synergy_Loewe=5.17, Synergy_HSA=4.65. (7) Drug 1: C1=CC(=CC=C1CC(C(=O)O)N)N(CCCl)CCCl.Cl. Drug 2: C1CC(=O)NC(=O)C1N2C(=O)C3=CC=CC=C3C2=O. Cell line: DU-145. Synergy scores: CSS=0.233, Synergy_ZIP=0.0804, Synergy_Bliss=1.61, Synergy_Loewe=-2.38, Synergy_HSA=-1.14. (8) Drug 2: CCCCC(=O)OCC(=O)C1(CC(C2=C(C1)C(=C3C(=C2O)C(=O)C4=C(C3=O)C=CC=C4OC)O)OC5CC(C(C(O5)C)O)NC(=O)C(F)(F)F)O. Cell line: M14. Drug 1: CC=C1C(=O)NC(C(=O)OC2CC(=O)NC(C(=O)NC(CSSCCC=C2)C(=O)N1)C(C)C)C(C)C. Synergy scores: CSS=51.8, Synergy_ZIP=7.12, Synergy_Bliss=13.6, Synergy_Loewe=4.81, Synergy_HSA=12.0. (9) Drug 1: C1=CC(=C2C(=C1NCCNCCO)C(=O)C3=C(C=CC(=C3C2=O)O)O)NCCNCCO. Drug 2: CC1C(C(CC(O1)OC2CC(CC3=C2C(=C4C(=C3O)C(=O)C5=C(C4=O)C(=CC=C5)OC)O)(C(=O)CO)O)N)O.Cl. Cell line: UACC62. Synergy scores: CSS=58.7, Synergy_ZIP=-5.24, Synergy_Bliss=-4.22, Synergy_Loewe=-0.955, Synergy_HSA=0.0761.